Dataset: Forward reaction prediction with 1.9M reactions from USPTO patents (1976-2016). Task: Predict the product of the given reaction. (1) Given the reactants [CH3:1][O:2][NH:3][S:4]([C:7]1[CH:12]=[C:11]([N+:13]([O-])=O)[CH:10]=[CH:9][C:8]=1[CH3:16])(=[O:6])=[O:5].NN, predict the reaction product. The product is: [NH2:13][C:11]1[CH:10]=[CH:9][C:8]([CH3:16])=[C:7]([S:4]([NH:3][O:2][CH3:1])(=[O:5])=[O:6])[CH:12]=1. (2) Given the reactants C([Li])CCC.Br[C:7]1[CH:12]=[CH:11][CH:10]=[CH:9][N:8]=1.[C:13]([O:17][C:18]([N:20]1[CH:25]2[CH2:26][CH2:27][CH:21]1[CH2:22][C:23](=[O:28])[CH2:24]2)=[O:19])([CH3:16])([CH3:15])[CH3:14].C(=O)([O-])O.[Na+], predict the reaction product. The product is: [C:13]([O:17][C:18]([N:20]1[CH:25]2[CH2:26][CH2:27][CH:21]1[CH2:22][C:23]([OH:28])([C:7]1[CH:12]=[CH:11][CH:10]=[CH:9][N:8]=1)[CH2:24]2)=[O:19])([CH3:16])([CH3:14])[CH3:15]. (3) Given the reactants [Cl:1][C:2]1[C:3]([F:44])=[C:4]([C@@H:8]2[C@:12]([C:15]3[CH:20]=[CH:19][C:18]([Cl:21])=[CH:17][C:16]=3[F:22])([C:13]#[N:14])[C@H:11]([CH2:23][C:24]([CH3:27])([CH3:26])[CH3:25])[NH:10][C@H:9]2[C:28]([NH:30][C:31]2[CH:36]=[CH:35][C:34]([CH2:37][CH2:38][CH2:39][C:40]([O:42]C)=[O:41])=[CH:33][CH:32]=2)=[O:29])[CH:5]=[CH:6][CH:7]=1.O.[OH-].[Li+].Cl, predict the reaction product. The product is: [Cl:1][C:2]1[C:3]([F:44])=[C:4]([C@@H:8]2[C@:12]([C:15]3[CH:20]=[CH:19][C:18]([Cl:21])=[CH:17][C:16]=3[F:22])([C:13]#[N:14])[C@H:11]([CH2:23][C:24]([CH3:27])([CH3:26])[CH3:25])[NH:10][C@H:9]2[C:28]([NH:30][C:31]2[CH:32]=[CH:33][C:34]([CH2:37][CH2:38][CH2:39][C:40]([OH:42])=[O:41])=[CH:35][CH:36]=2)=[O:29])[CH:5]=[CH:6][CH:7]=1. (4) Given the reactants [Cl:1][C:2]1[CH:3]=[CH:4][C:5]([N+:10]([O-])=O)=[C:6]([CH:9]=1)[NH:7][CH3:8].[Cl-].[NH4+].[CH2:15](O)C.O, predict the reaction product. The product is: [Cl:1][C:2]1[CH:3]=[CH:4][C:5]2[N:10]=[CH:8][N:7]([CH3:15])[C:6]=2[CH:9]=1.